Dataset: Forward reaction prediction with 1.9M reactions from USPTO patents (1976-2016). Task: Predict the product of the given reaction. (1) The product is: [Cl:1][C:2]1[CH:3]=[C:4]([NH:10][C@H:11]([C@@H:15]([OH:17])[CH3:16])[C:12]([NH:29][NH:28][C:26](=[O:27])[C:25]2[CH:24]=[CH:23][C:22]([S:19]([CH3:18])(=[O:20])=[O:21])=[CH:31][CH:30]=2)=[O:14])[CH:5]=[CH:6][C:7]=1[C:8]#[N:9]. Given the reactants [Cl:1][C:2]1[CH:3]=[C:4]([NH:10][C@H:11]([C@@H:15]([OH:17])[CH3:16])[C:12]([OH:14])=O)[CH:5]=[CH:6][C:7]=1[C:8]#[N:9].[CH3:18][S:19]([C:22]1[CH:31]=[CH:30][C:25]([C:26]([NH:28][NH2:29])=[O:27])=[CH:24][CH:23]=1)(=[O:21])=[O:20].O.ON1C2C=CC=CC=2N=N1.Cl.CN(C)CCCN=C=NCC.C(N(CC)CC)C, predict the reaction product. (2) Given the reactants [CH2:1]([O:3][C:4]1[N:9]=[CH:8][C:7]([C:10]2[O:14][N:13]=[C:12]([C:15]3[CH:23]=[CH:22][C:21]4[NH:20][C:19]5[CH:24]([CH2:27][C:28]([O:30]CC)=[O:29])[CH2:25][CH2:26][C:18]=5[C:17]=4[CH:16]=3)[N:11]=2)=[CH:6][C:5]=1[CH3:33])[CH3:2].O.[OH-].[Na+], predict the reaction product. The product is: [CH2:1]([O:3][C:4]1[N:9]=[CH:8][C:7]([C:10]2[O:14][N:13]=[C:12]([C:15]3[CH:23]=[CH:22][C:21]4[NH:20][C:19]5[CH:24]([CH2:27][C:28]([OH:30])=[O:29])[CH2:25][CH2:26][C:18]=5[C:17]=4[CH:16]=3)[N:11]=2)=[CH:6][C:5]=1[CH3:33])[CH3:2]. (3) Given the reactants [CH3:1][O:2][C:3](=[O:20])[C:4]1[CH:9]=[C:8]([CH:10]=[O:11])[C:7]([C:12]([F:15])([F:14])[F:13])=[CH:6][C:5]=1[NH:16]C(=O)C.C(=O)([O-])[O-].[K+].[K+].C1(C)C=CC(S([CH2:36][N+:37]#[C-:38])(=O)=O)=CC=1, predict the reaction product. The product is: [CH3:1][O:2][C:3](=[O:20])[C:4]1[CH:9]=[C:8]([C:10]2[O:11][CH:38]=[N:37][CH:36]=2)[C:7]([C:12]([F:13])([F:14])[F:15])=[CH:6][C:5]=1[NH2:16]. (4) The product is: [OH:20][C:19]1[N:1]=[C:2]2[N:6]([CH2:7][CH2:8][C:9]3[CH:10]=[CH:11][CH:12]=[CH:13][CH:14]=3)[N:5]=[CH:4][C:3]2=[C:15]([OH:17])[N:18]=1. Given the reactants [NH2:1][C:2]1[N:6]([CH2:7][CH2:8][C:9]2[CH:14]=[CH:13][CH:12]=[CH:11][CH:10]=2)[N:5]=[CH:4][C:3]=1[C:15]([OH:17])=O.[NH2:18][C:19](N)=[O:20], predict the reaction product. (5) Given the reactants [P:1](=[O:5])([OH:4])([OH:3])[OH:2].[O-]P([O-])([O-])=O.[O-]P([O-])([O-])=O.[O-]P([O-])([O-])=O.[F-].[Ca+2:22].[Ca+2].[Ca+2].[Ca+2].[Ca+2].[S:27](=[O:31])(=[O:30])([OH:29])[OH:28], predict the reaction product. The product is: [P:1](=[O:2])([OH:5])([OH:4])[OH:3].[S:27]([O-:31])([O-:30])(=[O:29])=[O:28].[Ca+2:22].